Dataset: Full USPTO retrosynthesis dataset with 1.9M reactions from patents (1976-2016). Task: Predict the reactants needed to synthesize the given product. Given the product [CH3:35][O:34][C:31]1[CH:32]=[CH:33][C:28]([CH:27]=[CH:6][CH2:5][C:2]([OH:4])=[O:3])=[CH:29][CH:30]=1, predict the reactants needed to synthesize it. The reactants are: [Br-].[C:2]([CH:5](C)[CH2:6][P+](C1C=CC=CC=1)(C1C=CC=CC=1)C1C=CC=CC=1)([OH:4])=[O:3].[CH:27](=O)[C:28]1[CH:33]=[CH:32][C:31]([O:34][CH3:35])=[CH:30][CH:29]=1.[H-].[Na+].